From a dataset of Catalyst prediction with 721,799 reactions and 888 catalyst types from USPTO. Predict which catalyst facilitates the given reaction. Reactant: [C:1]1([N:7]([CH2:28][CH2:29][CH3:30])[C@H:8]([C:13]([NH:15][N:16]=[CH:17][CH2:18][CH2:19][NH:20][C:21]([O:23][C:24]([CH3:27])([CH3:26])[CH3:25])=[O:22])=[O:14])[CH2:9][CH:10]([CH3:12])[CH3:11])[CH:6]=[CH:5][CH:4]=[CH:3][CH:2]=1.[BH3-]C#N.[Na+].C(O)(=O)C. Product: [C:1]1([N:7]([CH2:28][CH2:29][CH3:30])[C@H:8]([C:13]([NH:15][NH:16][CH2:17][CH2:18][CH2:19][NH:20][C:21]([O:23][C:24]([CH3:27])([CH3:26])[CH3:25])=[O:22])=[O:14])[CH2:9][CH:10]([CH3:12])[CH3:11])[CH:6]=[CH:5][CH:4]=[CH:3][CH:2]=1. The catalyst class is: 1.